Dataset: Catalyst prediction with 721,799 reactions and 888 catalyst types from USPTO. Task: Predict which catalyst facilitates the given reaction. (1) Reactant: [NH2:1][N:2]1[CH:6]=[CH:5][CH:4]=[C:3]1[C:7]([NH:9][C:10]1[CH:15]=[CH:14][CH:13]=[CH:12][CH:11]=1)=[O:8].[C:16]([O:20][C:21]([N:23]1[CH2:27][C:26]([F:29])([F:28])[CH2:25][C@H:24]1[C:30](O)=[O:31])=[O:22])([CH3:19])([CH3:18])[CH3:17].CN(C(ON1N=NC2C=CC=NC1=2)=[N+](C)C)C.F[P-](F)(F)(F)(F)F.C(N(C(C)C)CC)(C)C. Product: [F:29][C:26]1([F:28])[CH2:27][N:23]([C:21]([O:20][C:16]([CH3:17])([CH3:18])[CH3:19])=[O:22])[C@H:24]([C:30](=[O:31])[NH:1][N:2]2[CH:6]=[CH:5][CH:4]=[C:3]2[C:7](=[O:8])[NH:9][C:10]2[CH:15]=[CH:14][CH:13]=[CH:12][CH:11]=2)[CH2:25]1. The catalyst class is: 139. (2) Reactant: [OH-].[K+].[Br:3][C:4]1[CH:9]=[C:8]([F:10])[CH:7]=[CH:6][C:5]=1[CH2:11][C:12]#[N:13].Br[CH2:15][CH2:16][CH2:17]Br. Product: [Br:3][C:4]1[CH:9]=[C:8]([F:10])[CH:7]=[CH:6][C:5]=1[C:11]1([C:12]#[N:13])[CH2:17][CH2:16][CH2:15]1. The catalyst class is: 93. (3) Reactant: O[C:2]1([CH2:23][C:24]2[CH:29]=[CH:28][C:27]([CH:30]([CH3:32])[CH3:31])=[CH:26][CH:25]=2)[C:6]2[CH:7]=[C:8]([NH:13][C:14](=[O:20])[CH2:15][C:16]([CH3:19])([CH3:18])[CH3:17])[C:9]([CH3:12])=[C:10]([CH3:11])[C:5]=2[O:4][C:3]1([CH3:22])[CH3:21]. Product: [CH:30]([C:27]1[CH:26]=[CH:25][C:24]([CH2:23][CH:2]2[C:6]3[CH:7]=[C:8]([NH:13][C:14](=[O:20])[CH2:15][C:16]([CH3:18])([CH3:17])[CH3:19])[C:9]([CH3:12])=[C:10]([CH3:11])[C:5]=3[O:4][C:3]2([CH3:22])[CH3:21])=[CH:29][CH:28]=1)([CH3:32])[CH3:31]. The catalyst class is: 175. (4) Reactant: [CH:1]1([N:7]=[C:8]=[N:9][CH:10]2[CH2:15][CH2:14][CH2:13][CH2:12][CH2:11]2)[CH2:6][CH2:5][CH2:4][CH2:3][CH2:2]1.C(O)(=O)CCC(C)=[O:20]. Product: [C:8]([NH:7][CH:1]1[CH2:2][CH2:3][CH2:4][CH2:5][CH2:6]1)([NH:9][CH:10]1[CH2:15][CH2:14][CH2:13][CH2:12][CH2:11]1)=[O:20]. The catalyst class is: 4. (5) Reactant: [Cl:1][C:2]1[CH:7]=[CH:6][C:5]([NH:8][C:9]2[C:13]3[C:14](=[O:18])[NH:15][CH:16]=[CH:17][C:12]=3[N:11]([C@@:19]3([CH2:28][C:29]#[N:30])[CH2:24][O:23][C@H:22]([C:25]([OH:27])=O)[CH2:21][CH2:20]3)[N:10]=2)=[CH:4][CH:3]=1.[CH3:31][N:32](C(ON1N=NC2C=CC=NC1=2)=[N+](C)C)[CH3:33].F[P-](F)(F)(F)(F)F.CNC.CCN(C(C)C)C(C)C. Product: [Cl:1][C:2]1[CH:7]=[CH:6][C:5]([NH:8][C:9]2[C:13]3[C:14](=[O:18])[NH:15][CH:16]=[CH:17][C:12]=3[N:11]([C@@:19]3([CH2:28][C:29]#[N:30])[CH2:24][O:23][C@H:22]([C:25]([N:32]([CH3:33])[CH3:31])=[O:27])[CH2:21][CH2:20]3)[N:10]=2)=[CH:4][CH:3]=1. The catalyst class is: 623. (6) Reactant: [Cl:1][C:2]1[CH:3]=[C:4]([CH2:24][C:25]([O:27][CH2:28][CH3:29])=[O:26])[CH:5]=[C:6]([C:14]2[CH:19]=[CH:18][C:17]([C:20]([F:23])([F:22])[F:21])=[CH:16][CH:15]=2)[C:7]=1[O:8][CH2:9][C:10]([F:13])([F:12])[F:11].[H-].[Na+].I[CH2:33][CH2:34][O:35][CH2:36][CH2:37]I.[NH4+].[Cl-]. Product: [Cl:1][C:2]1[CH:3]=[C:4]([C:24]2([C:25]([O:27][CH2:28][CH3:29])=[O:26])[CH2:37][CH2:36][O:35][CH2:34][CH2:33]2)[CH:5]=[C:6]([C:14]2[CH:15]=[CH:16][C:17]([C:20]([F:21])([F:22])[F:23])=[CH:18][CH:19]=2)[C:7]=1[O:8][CH2:9][C:10]([F:13])([F:12])[F:11]. The catalyst class is: 3. (7) Reactant: [N+:1]([C:4]1[CH:9]=[CH:8][N:7]=[CH:6][C:5]=1[N:10]1[CH2:15][CH2:14][CH2:13][CH:12]([NH:16][C:17](=[O:23])[O:18][C:19]([CH3:22])([CH3:21])[CH3:20])[CH2:11]1)([O-])=O. Product: [NH2:1][C:4]1[CH:9]=[CH:8][N:7]=[CH:6][C:5]=1[N:10]1[CH2:15][CH2:14][CH2:13][CH:12]([NH:16][C:17](=[O:23])[O:18][C:19]([CH3:21])([CH3:20])[CH3:22])[CH2:11]1. The catalyst class is: 162. (8) Reactant: C([O:3][C:4]([C:6]1[N:7]=[N:8][S:9][C:10]=1[NH:11][C:12]([O:14][C:15]([CH3:18])([CH3:17])[CH3:16])=[O:13])=[O:5])C.[OH-].[Li+]. Product: [C:15]([O:14][C:12]([NH:11][C:10]1[S:9][N:8]=[N:7][C:6]=1[C:4]([OH:5])=[O:3])=[O:13])([CH3:18])([CH3:16])[CH3:17]. The catalyst class is: 219. (9) Reactant: [F:1][C:2]([F:28])([F:27])[C:3]1[CH:4]=[CH:5][C:6]([C:9]2[N:14]=[CH:13][N:12]=[C:11]([CH2:15][N:16]3C(=O)C4C(=CC=CC=4)C3=O)[CH:10]=2)=[N:7][CH:8]=1.O.NN. Product: [F:28][C:2]([F:1])([F:27])[C:3]1[CH:4]=[CH:5][C:6]([C:9]2[N:14]=[CH:13][N:12]=[C:11]([CH2:15][NH2:16])[CH:10]=2)=[N:7][CH:8]=1. The catalyst class is: 5. (10) The catalyst class is: 498. Product: [CH:24]1([C:2]2[CH:3]=[C:4]([C:12]#[C:13][Si:14]([CH:21]([CH3:23])[CH3:22])([CH:18]([CH3:20])[CH3:19])[CH:15]([CH3:17])[CH3:16])[CH:5]=[CH:6][C:7]=2[O:8][CH:9]([F:11])[F:10])[CH2:26][CH2:25]1. Reactant: Br[C:2]1[CH:3]=[C:4]([C:12]#[C:13][Si:14]([CH:21]([CH3:23])[CH3:22])([CH:18]([CH3:20])[CH3:19])[CH:15]([CH3:17])[CH3:16])[CH:5]=[CH:6][C:7]=1[O:8][CH:9]([F:11])[F:10].[CH:24]1(B(O)O)[CH2:26][CH2:25]1.P([O-])([O-])([O-])=O.[K+].[K+].[K+].P(C1CCCCC1)(C1CCCCC1)C1CCCCC1.P([O-])([O-])([O-])=O.